This data is from Reaction yield outcomes from USPTO patents with 853,638 reactions. The task is: Predict the reaction yield, written as a fraction of the theoretical maximum amount of product (1.0 means a 100% yield; for example, 0.34 means a 34% yield). The reactants are C(OC([N:8]1[C:16]2[C:11](=[CH:12][CH:13]=[CH:14][CH:15]=2)[C:10]([CH2:17][CH:18]([NH:31]C(OC(C)(C)C)=O)[CH2:19][O:20][C:21]2[CH:22]=[N:23][CH:24]=[C:25]([C:27](OC)=O)[CH:26]=2)=[CH:9]1)=O)(C)(C)C.[CH3:39][O:40][C:41]1[CH:42]=[C:43]2[C:48](=[CH:49][C:50]=1[O:51][CH3:52])[N:47]=[CH:46][C:45]([C:53]#[N:54])=[C:44]2[CH3:55].[Li+].C[Si]([N-:61][Si](C)(C)C)(C)C.C(=O)=O.C(O)(C(F)(F)F)=O. The catalyst is C1COCC1.O. The product is [NH2:31][C@@H:18]([CH2:17][C:10]1[C:11]2[C:16](=[CH:15][CH:14]=[CH:13][CH:12]=2)[NH:8][CH:9]=1)[CH2:19][O:20][C:21]1[CH:26]=[C:25]([C:27]2[CH:55]=[C:44]3[C:45](=[C:53]([NH2:61])[N:54]=2)[CH:46]=[N:47][C:48]2[CH:49]=[C:50]([O:51][CH3:52])[C:41]([O:40][CH3:39])=[CH:42][C:43]3=2)[CH:24]=[N:23][CH:22]=1. The yield is 0.0800.